This data is from Reaction yield outcomes from USPTO patents with 853,638 reactions. The task is: Predict the reaction yield, written as a fraction of the theoretical maximum amount of product (1.0 means a 100% yield; for example, 0.34 means a 34% yield). (1) The reactants are CCCCCC.[Li][CH2:8][CH2:9][CH2:10][CH3:11].O=C1CC[CH2:16][N:15]([C:19]([O:21][C:22]([CH3:25])([CH3:24])[CH3:23])=[O:20])[CH2:14]1.O. The catalyst is [Br-].C[P+](C1C=CC=CC=1)(C1C=CC=CC=1)C1C=CC=CC=1.CCOCC. The product is [CH2:11]=[C:10]1[CH2:9][CH2:8][CH2:16][N:15]([C:19]([O:21][C:22]([CH3:25])([CH3:24])[CH3:23])=[O:20])[CH2:14]1. The yield is 0.460. (2) The reactants are [CH2:1]([C:3]1[C:4]([F:11])=[C:5]([CH:8]=[CH:9][CH:10]=1)C=O)[CH3:2].C([C:14](=[O:18])[C:15]([O-:17])=[O:16])C.[OH-].[Na+]. The catalyst is C(O)C. The product is [O:18]=[C:14](/[CH:2]=[CH:1]/[C:3]1[CH:10]=[CH:9][CH:8]=[CH:5][C:4]=1[F:11])[C:15]([OH:17])=[O:16]. The yield is 0.570. (3) The reactants are Br[C:2]1[C:3]([F:28])=[C:4]([N:8]2[CH:13]=[C:12]([O:14][CH3:15])[C:11](=[O:16])[C:10]([C:17]3[N:21]([C:22]4[CH:27]=[CH:26][CH:25]=[CH:24][CH:23]=4)[N:20]=[CH:19][CH:18]=3)=[N:9]2)[CH:5]=[CH:6][CH:7]=1.CC1(C)C(C)(C)OB([C:37]2[CH2:38][CH2:39][O:40][CH2:41][CH:42]=2)O1.C([O-])([O-])=O.[Na+].[Na+]. The catalyst is COCCOC.O.C([O-])(O)=O.[Na+].C1C=CC([P]([Pd]([P](C2C=CC=CC=2)(C2C=CC=CC=2)C2C=CC=CC=2)([P](C2C=CC=CC=2)(C2C=CC=CC=2)C2C=CC=CC=2)[P](C2C=CC=CC=2)(C2C=CC=CC=2)C2C=CC=CC=2)(C2C=CC=CC=2)C2C=CC=CC=2)=CC=1. The product is [O:40]1[CH2:39][CH:38]=[C:37]([C:2]2[C:3]([F:28])=[C:4]([N:8]3[CH:13]=[C:12]([O:14][CH3:15])[C:11](=[O:16])[C:10]([C:17]4[N:21]([C:22]5[CH:27]=[CH:26][CH:25]=[CH:24][CH:23]=5)[N:20]=[CH:19][CH:18]=4)=[N:9]3)[CH:5]=[CH:6][CH:7]=2)[CH2:42][CH2:41]1. The yield is 0.850. (4) The reactants are [Cl:1][C:2]1[CH:3]=[N:4][N:5]([CH3:16])[C:6]=1[C:7]1[CH:8]=[C:9]([C:13]([OH:15])=O)[O:10][C:11]=1[CH3:12].[NH2:17][C@@H:18]([CH2:31][C:32]1[CH:37]=[CH:36][C:35]([F:38])=[C:34]([F:39])[CH:33]=1)[CH2:19][N:20]1[C:28](=[O:29])[C:27]2[C:22](=[CH:23][CH:24]=[CH:25][CH:26]=2)[C:21]1=[O:30].C(N(CC)C(C)C)(C)C.F[P-](F)(F)(F)(F)F.Br[P+](N1CCCC1)(N1CCCC1)N1CCCC1. The catalyst is C(Cl)Cl. The product is [Cl:1][C:2]1[CH:3]=[N:4][N:5]([CH3:16])[C:6]=1[C:7]1[CH:8]=[C:9]([C:13]([NH:17][C@H:18]([CH2:19][N:20]2[C:21](=[O:30])[C:22]3[C:27](=[CH:26][CH:25]=[CH:24][CH:23]=3)[C:28]2=[O:29])[CH2:31][C:32]2[CH:37]=[CH:36][C:35]([F:38])=[C:34]([F:39])[CH:33]=2)=[O:15])[O:10][C:11]=1[CH3:12]. The yield is 0.570.